Dataset: Full USPTO retrosynthesis dataset with 1.9M reactions from patents (1976-2016). Task: Predict the reactants needed to synthesize the given product. (1) Given the product [Cl:1][C:2]1[CH:7]=[CH:6][C:5]([C@H:8]2[O:12][C:11](=[O:13])[N:10]([CH2:14][C:15]3[CH:20]=[CH:19][C:18]([N:72]4[CH2:71][CH2:70][N:69]([CH2:68][C:63]5[CH:64]=[CH:65][CH:66]=[CH:67][N:62]=5)[CH2:74][CH2:73]4)=[CH:17][CH:16]=3)[CH2:9]2)=[CH:4][CH:3]=1, predict the reactants needed to synthesize it. The reactants are: [Cl:1][C:2]1[CH:7]=[CH:6][C:5]([C@H:8]2[O:12][C:11](=[O:13])[N:10]([CH2:14][C:15]3[CH:20]=[CH:19][C:18](I)=[CH:17][CH:16]=3)[CH2:9]2)=[CH:4][CH:3]=1.C([O-])(=O)C.[Pb+2].C([O-])(=O)C.C1(P(C2CCCCC2)C2C=CC=CC=2C2C=CC=CC=2)CCCCC1.C(=O)([O-])[O-].[Cs+].[Cs+].[N:62]1[CH:67]=[CH:66][CH:65]=[CH:64][C:63]=1[CH:68]1[CH2:73][NH:72][CH2:71][CH2:70][N:69]1[CH3:74]. (2) Given the product [S:34]([OH:38])([OH:37])(=[O:36])=[O:35].[NH2:23][CH2:22][C@@H:6]1[O:5][C:4](=[O:3])[N:8]([C:9]2[CH:14]=[CH:13][C:12]([N:15]3[CH2:20][CH2:19][O:18][CH2:17][C:16]3=[O:21])=[CH:11][CH:10]=2)[CH2:7]1, predict the reactants needed to synthesize it. The reactants are: CN.[O:3]=[C:4]1[N:8]([C:9]2[CH:14]=[CH:13][C:12]([N:15]3[CH2:20][CH2:19][O:18][CH2:17][C:16]3=[O:21])=[CH:11][CH:10]=2)[CH2:7][C@H:6]([CH2:22][N:23]2C(=O)C3C(=CC=CC=3)C2=O)[O:5]1.[S:34](=[O:38])(=[O:37])([OH:36])[OH:35]. (3) Given the product [C:1]([CH:3]=[C:4]1[CH2:5][CH2:6][N:7]([C:10]2[CH:15]=[CH:14][C:13]([N:16]3[CH2:20][C@@H:19]([CH2:21][N:22]4[CH:34]=[C:33]([CH2:28][CH2:27][C:26]([OH:30])=[O:29])[N:24]=[N:23]4)[O:18][C:17]3=[O:25])=[CH:12][CH:11]=2)[CH2:8][CH2:9]1)#[N:2], predict the reactants needed to synthesize it. The reactants are: [C:1]([CH:3]=[C:4]1[CH2:9][CH2:8][N:7]([C:10]2[CH:15]=[CH:14][C:13]([N:16]3[CH2:20][C@@H:19]([CH2:21][N:22]=[N+:23]=[N-:24])[O:18][C:17]3=[O:25])=[CH:12][CH:11]=2)[CH2:6][CH2:5]1)#[N:2].[C:26]([O:30]CC)(=[O:29])[C:27]#[CH:28].[C:33]1(C)C=CC=C[CH:34]=1. (4) Given the product [CH2:43]([O:50][C:51](=[O:58])[C:52](=[CH:8][C:5]1[CH:6]=[CH:7][CH:2]=[CH:3][CH:4]=1)[C:53](=[O:57])[CH:54]([CH3:56])[CH3:55])[C:44]1[CH:49]=[CH:48][CH:47]=[CH:46][CH:45]=1, predict the reactants needed to synthesize it. The reactants are: F[C:2]1[CH:7]=[CH:6][C:5]([C:8]2N(CCC(O)CC(O)CC(O)=O)C(C(C)C)=C(C(NC3C=CC=CC=3)=O)[C:8]=2[C:5]2[CH:6]=[CH:7][CH:2]=[CH:3][CH:4]=2)=[CH:4][CH:3]=1.[Ca].[CH2:43]([O:50][C:51](=[O:58])[CH2:52][C:53](=[O:57])[CH:54]([CH3:56])[CH3:55])[C:44]1[CH:49]=[CH:48][CH:47]=[CH:46][CH:45]=1.C(=O)C1C=CC=CC=1.